Task: Regression/Classification. Given a drug SMILES string, predict its absorption, distribution, metabolism, or excretion properties. Task type varies by dataset: regression for continuous measurements (e.g., permeability, clearance, half-life) or binary classification for categorical outcomes (e.g., BBB penetration, CYP inhibition). Dataset: cyp2c9_veith.. Dataset: CYP2C9 inhibition data for predicting drug metabolism from PubChem BioAssay (1) The molecule is COc1ccc(CNc2ncnc3ccc(-c4ccc(C(=O)N(C)C)cc4)cc23)c(OC)c1. The result is 0 (non-inhibitor). (2) The molecule is Clc1ccc2[nH]cc(-c3nnnn3-c3ccccc3)c2c1. The result is 1 (inhibitor). (3) The compound is NC(=O)[C@H]1CC2(CC(c3cccc(NC(=O)c4ccccc4)c3)=NO2)CN1C(=O)[C@H]1CCC(=O)N1. The result is 0 (non-inhibitor). (4) The drug is COc1ccc(Oc2ncc3nc(C)c(=O)n(C)c3n2)cc1. The result is 0 (non-inhibitor). (5) The drug is CCCCN(C(=O)c1c(C)[nH]c(C(=O)OCC)c1C)c1ccccc1. The result is 1 (inhibitor). (6) The drug is COC(=O)[C@H]1C[C@@H]1[C@H](NP(=O)(c1ccccc1)c1ccccc1)c1ccccc1. The result is 0 (non-inhibitor). (7) The result is 1 (inhibitor). The compound is CCCCn1c(SC(C)C(=O)c2ccc(OC)cc2)nc2cc(S(N)(=O)=O)ccc21. (8) The drug is O=c1c(-c2ccc(F)cc2)nc2cnc(Nc3ccccc3)nc2n1C1CC1. The result is 0 (non-inhibitor).